From a dataset of Full USPTO retrosynthesis dataset with 1.9M reactions from patents (1976-2016). Predict the reactants needed to synthesize the given product. (1) Given the product [C:1]([O:5][C:6](=[O:25])[NH:7][CH:8]([C:10]1[CH:15]=[CH:14][C:13]([NH:16][S:27]([CH3:26])(=[O:29])=[O:28])=[C:12]([C:17]#[C:18][C:19]2[CH:24]=[CH:23][CH:22]=[CH:21][CH:20]=2)[CH:11]=1)[CH3:9])([CH3:2])([CH3:3])[CH3:4], predict the reactants needed to synthesize it. The reactants are: [C:1]([O:5][C:6](=[O:25])[NH:7][CH:8]([C:10]1[CH:15]=[CH:14][C:13]([NH2:16])=[C:12]([C:17]#[C:18][C:19]2[CH:24]=[CH:23][CH:22]=[CH:21][CH:20]=2)[CH:11]=1)[CH3:9])([CH3:4])([CH3:3])[CH3:2].[CH3:26][S:27](O[S:27]([CH3:26])(=[O:29])=[O:28])(=[O:29])=[O:28].N1C=CC=CC=1. (2) Given the product [CH2:21]([C:25]1[CH:30]=[CH:29][CH:28]=[CH:27][C:26]=1[N:31]=[C:18]([C:16]1[N:17]=[C:12]([C:10](=[N:9][C:3]2[C:2]([CH3:1])=[CH:7][CH:6]=[CH:5][C:4]=2[CH3:8])[CH3:11])[CH:13]=[CH:14][CH:15]=1)[CH3:19])[CH2:22][CH2:23][CH3:24], predict the reactants needed to synthesize it. The reactants are: [CH3:1][C:2]1[CH:7]=[CH:6][CH:5]=[C:4]([CH3:8])[C:3]=1[N:9]=[C:10]([C:12]1[N:17]=[C:16]([C:18](=O)[CH3:19])[CH:15]=[CH:14][CH:13]=1)[CH3:11].[CH2:21]([C:25]1[CH:30]=[CH:29][CH:28]=[CH:27][C:26]=1[NH2:31])[CH2:22][CH2:23][CH3:24]. (3) Given the product [S:20]([OH:23])([OH:22])(=[O:21])=[O:19].[CH2:1]([NH:4][C:5]1[N:6]=[C:7]([NH:15][CH2:16][CH2:17][CH3:18])[N:8]=[C:9]([NH:11][CH2:12][C:13]#[CH:14])[N:10]=1)[CH2:2][CH3:3].[CH2:1]([NH:4][C:5]1[N:6]=[C:7]([NH:15][CH2:16][CH2:17][CH3:18])[N:8]=[C:9]([NH:11][CH2:12][C:13]#[CH:14])[N:10]=1)[CH2:2][CH3:3], predict the reactants needed to synthesize it. The reactants are: [CH2:1]([NH:4][C:5]1[N:10]=[C:9]([NH:11][CH2:12][CH2:13][CH3:14])[N:8]=[C:7]([NH:15][CH2:16][C:17]#[CH:18])[N:6]=1)[CH2:2][CH3:3].[OH:19][S:20]([OH:23])(=[O:22])=[O:21].S(O)(O)(=O)=O.CN(C)C1N=C(NCCC)N=C(NCC#C)N=1.CN(C)C1N=C(NCCC)N=C(NCC#C)N=1. (4) Given the product [F:15][C:2]([F:1])([F:14])[C:3]([N:5]1[C:13]2[C:8](=[CH:9][C:10]([S:21]([Cl:20])(=[O:23])=[O:22])=[CH:11][CH:12]=2)[CH2:7][CH2:6]1)=[O:4], predict the reactants needed to synthesize it. The reactants are: [F:1][C:2]([F:15])([F:14])[C:3]([N:5]1[C:13]2[C:8](=[CH:9][CH:10]=[CH:11][CH:12]=2)[CH2:7][CH2:6]1)=[O:4].S(Cl)(Cl)=O.[Cl:20][S:21](O)(=[O:23])=[O:22]. (5) Given the product [F:44][C:29]1[CH:28]=[C:27]([O:26][C:20]2[C:19]3[C:24](=[CH:25][C:16]([O:15][CH2:14][CH:11]4[CH2:12][CH2:13][NH:8][CH2:9][CH2:10]4)=[C:17]([C:45]#[N:46])[CH:18]=3)[N:23]=[CH:22][CH:21]=2)[CH:32]=[CH:31][C:30]=1[NH:33][C:34]([NH:36][C:37]1[CH:38]=[CH:39][C:40]([F:43])=[CH:41][CH:42]=1)=[O:35], predict the reactants needed to synthesize it. The reactants are: C(OC([N:8]1[CH2:13][CH2:12][CH:11]([CH2:14][O:15][C:16]2[CH:25]=[C:24]3[C:19]([C:20]([O:26][C:27]4[CH:32]=[CH:31][C:30]([NH:33][C:34]([NH:36][C:37]5[CH:42]=[CH:41][C:40]([F:43])=[CH:39][CH:38]=5)=[O:35])=[C:29]([F:44])[CH:28]=4)=[CH:21][CH:22]=[N:23]3)=[CH:18][C:17]=2[C:45]#[N:46])[CH2:10][CH2:9]1)=O)(C)(C)C.O.C(=O)(O)[O-].[Na+].